Dataset: Full USPTO retrosynthesis dataset with 1.9M reactions from patents (1976-2016). Task: Predict the reactants needed to synthesize the given product. (1) Given the product [CH3:12][C:7]1[S:6][C:5]2[NH:4][C:3]3[CH:13]=[CH:14][CH:15]=[CH:16][C:2]=3[N:1]=[C:10]([N:11]3[CH2:26][CH2:27][N:22]([CH3:21])[CH2:23][CH2:24]3)[C:9]=2[CH:8]=1, predict the reactants needed to synthesize it. The reactants are: [NH2:1][C:2]1[CH:16]=[CH:15][CH:14]=[CH:13][C:3]=1[NH:4][C:5]1[S:6][C:7]([CH3:12])=[CH:8][C:9]=1[C:10]#[N:11].ClCCl.O.[CH3:21][N:22]1[CH2:27][CH2:26]N[CH2:24][CH2:23]1. (2) Given the product [C:27]([O:31][C:32]([N:34]1[CH2:39][CH2:38][CH:37]([CH2:40][CH2:41][NH:42][C:43](=[O:46])[CH2:44][NH:45][C:22](=[O:24])[C:21]2[CH:20]=[CH:19][C:18]([S:15](=[O:17])(=[O:16])[NH:14][C:9]3[CH:10]=[CH:11][CH:12]=[CH:13][C:8]=3[O:1][C:2]3[CH:3]=[CH:4][CH:5]=[CH:6][CH:7]=3)=[CH:26][CH:25]=2)[CH2:36][CH2:35]1)=[O:33])([CH3:28])([CH3:30])[CH3:29], predict the reactants needed to synthesize it. The reactants are: [O:1]([C:8]1[CH:13]=[CH:12][CH:11]=[CH:10][C:9]=1[NH:14][S:15]([C:18]1[CH:26]=[CH:25][C:21]([C:22]([OH:24])=O)=[CH:20][CH:19]=1)(=[O:17])=[O:16])[C:2]1[CH:7]=[CH:6][CH:5]=[CH:4][CH:3]=1.[C:27]([O:31][C:32]([N:34]1[CH2:39][CH2:38][CH:37]([CH2:40][CH2:41][NH:42][C:43](=[O:46])[CH2:44][NH2:45])[CH2:36][CH2:35]1)=[O:33])([CH3:30])([CH3:29])[CH3:28]. (3) The reactants are: Br[C:2]1[S:3][CH:4]=[C:5]([C:7]([NH:9][C:10]2[CH:11]=[N:12][N:13]([CH3:31])[C:14]=2[C@H:15]2[O:21][CH2:20][C@@H:19]([F:22])[C@H:18]([NH:23]C(=O)OC(C)(C)C)[CH2:17][CH2:16]2)=[O:8])[N:6]=1.[F:32][C:33]1[CH:34]=[C:35](B(O)O)[CH:36]=[N:37][CH:38]=1. Given the product [NH2:23][C@H:18]1[C@H:19]([F:22])[CH2:20][O:21][C@H:15]([C:14]2[N:13]([CH3:31])[N:12]=[CH:11][C:10]=2[NH:9][C:7]([C:5]2[N:6]=[C:2]([C:35]3[CH:36]=[N:37][CH:38]=[C:33]([F:32])[CH:34]=3)[S:3][CH:4]=2)=[O:8])[CH2:16][CH2:17]1, predict the reactants needed to synthesize it. (4) Given the product [CH3:16][N:1]([C-:7]1[CH:11]=[CH:10][CH:9]=[CH:8]1)[CH3:2].[CH-:2]1[CH:6]=[CH:5][CH:4]=[CH:3]1.[Fe+2:12], predict the reactants needed to synthesize it. The reactants are: [NH2:1][C-:2]1[CH:6]=[CH:5][CH:4]=[CH:3]1.[CH-:7]1[CH:11]=[CH:10][CH:9]=[CH:8]1.[Fe+2:12].C=O.[BH3-][C:16]#N.[Na+].[OH-].[Na+]. (5) The reactants are: O[O:2][S:3]([O-:5])=O.[K+].[Cl:7][C:8]1[C:13]([C:14]#[N:15])=[C:12]([C:16]2[CH:21]=[CH:20][C:19]([F:22])=[CH:18][C:17]=2[CH3:23])[CH:11]=[C:10]([N:24]2[CH2:29][CH2:28]S[CH2:26][CH2:25]2)[N:9]=1.N#N. Given the product [Cl:7][C:8]1[C:13]([C:14]#[N:15])=[C:12]([C:16]2[CH:21]=[CH:20][C:19]([F:22])=[CH:18][C:17]=2[CH3:23])[CH:11]=[C:10]([N:24]2[CH2:25][CH2:26][S:3](=[O:5])(=[O:2])[CH2:28][CH2:29]2)[N:9]=1, predict the reactants needed to synthesize it. (6) Given the product [N:11]([CH2:2][C@H:3]([C:5]1[CH:10]=[CH:9][CH:8]=[CH:7][CH:6]=1)[OH:4])=[N+:12]=[N-:13], predict the reactants needed to synthesize it. The reactants are: Cl[CH2:2][C@H:3]([C:5]1[CH:10]=[CH:9][CH:8]=[CH:7][CH:6]=1)[OH:4].[N-:11]=[N+:12]=[N-:13].[Na+].O. (7) Given the product [Cl:1][C:2]1[C:3]([O:40][C:35]2[CH:36]=[CH:37][C:38]([F:39])=[C:33]([C:31]#[N:32])[CH:34]=2)=[CH:4][C:5]([F:29])=[C:6]([S:8]([NH:11][C:12]2[N:13]=[CH:14][CH:15]=[CH:16][N:17]=2)(=[O:9])=[O:10])[CH:7]=1, predict the reactants needed to synthesize it. The reactants are: [Cl:1][C:2]1[C:3](F)=[CH:4][C:5]([F:29])=[C:6]([S:8]([N:11](CC2C=CC(OC)=CC=2OC)[C:12]2[N:17]=[CH:16][CH:15]=[CH:14][N:13]=2)(=[O:10])=[O:9])[CH:7]=1.[C:31]([C:33]1[CH:34]=[C:35]([OH:40])[CH:36]=[CH:37][C:38]=1[F:39])#[N:32]. (8) Given the product [Cl:14][C:10]1[CH:9]=[C:8]([C:6]2[CH:7]=[C:2]([CH3:17])[N:3]=[C:4]([S:15][CH3:16])[N:5]=2)[CH:13]=[CH:12][N:11]=1, predict the reactants needed to synthesize it. The reactants are: Cl[C:2]1[CH:7]=[C:6]([C:8]2[CH:13]=[CH:12][N:11]=[C:10]([Cl:14])[CH:9]=2)[N:5]=[C:4]([S:15][CH3:16])[N:3]=1.[CH3:17][Mg]Cl. (9) Given the product [Cl:1][C:2]1[CH:7]=[C:6]([F:8])[CH:5]=[CH:4][C:3]=1[CH2:9][C:10]([NH:61][C:57]1[CH:56]=[C:55]([CH:60]=[CH:59][CH:58]=1)[CH2:54][N:51]1[CH2:52][CH2:53][CH:48]([C:46]([OH:45])=[O:47])[CH2:50]1)=[O:11], predict the reactants needed to synthesize it. The reactants are: [Cl:1][C:2]1[CH:7]=[C:6]([F:8])[CH:5]=[CH:4][C:3]=1[CH2:9][C:10](Cl)=[O:11].ClC1C=CC(C(NC2C=CC=C(C3OCCO3)C=2)=O)=CC=1.N1CCC(C(OC)=O)C1.C([O:45][C:46]([CH:48]1[CH2:53][CH2:52][N:51]([CH2:54][C:55]2[CH:60]=[CH:59][CH:58]=[C:57]([NH:61]C(=O)C3C=CC(Cl)=CC=3)[CH:56]=2)[CH2:50]C1)=[O:47])C.